Dataset: Forward reaction prediction with 1.9M reactions from USPTO patents (1976-2016). Task: Predict the product of the given reaction. (1) Given the reactants [C:1]([O:5][C:6]([N:8]1[CH2:12][C@H:11]([CH2:13]OS(C)(=O)=O)[C@@H:10]([OH:19])[CH2:9]1)=[O:7])([CH3:4])([CH3:3])[CH3:2].[CH2:20]([SH:27])[C:21]1[CH:26]=[CH:25][CH:24]=[CH:23][CH:22]=1.[H-].[Na+], predict the reaction product. The product is: [C:1]([O:5][C:6]([N:8]1[CH2:12][C@H:11]([CH2:13][S:27][CH2:20][C:21]2[CH:26]=[CH:25][CH:24]=[CH:23][CH:22]=2)[C@@H:10]([OH:19])[CH2:9]1)=[O:7])([CH3:2])([CH3:3])[CH3:4]. (2) Given the reactants [CH:1](O)([C:8]1[CH:13]=[CH:12][CH:11]=[CH:10][CH:9]=1)[C:2]1[CH:7]=[CH:6][CH:5]=[CH:4][CH:3]=1.[C:15](O)(=O)[CH2:16][SH:17].[OH2:20], predict the reaction product. The product is: [CH:1]([CH2:15][C:16]([OH:20])=[S:17])([C:8]1[CH:13]=[CH:12][CH:11]=[CH:10][CH:9]=1)[C:2]1[CH:7]=[CH:6][CH:5]=[CH:4][CH:3]=1.